The task is: Predict the product of the given reaction.. This data is from Forward reaction prediction with 1.9M reactions from USPTO patents (1976-2016). The product is: [C:1]([O:5][N:6]=[C:7]1[C:16]2[C:11](=[CH:12][C:13]([CH2:17][CH2:18][C:19]3[CH:24]=[CH:23][CH:22]=[CH:21][CH:20]=3)=[CH:14][CH:15]=2)[O:10][C:9]([C:25]2[N:26]=[CH:27][C:28]3[C:33]([CH:34]=2)=[CH:32][CH:31]=[CH:30][CH:29]=3)=[CH:8]1)([CH3:4])([CH3:2])[CH3:3]. Given the reactants [C:1]([O:5][N:6]=[C:7]1[C:16]2[C:11](=[CH:12][C:13]([C:17]#[C:18][C:19]3[CH:24]=[CH:23][CH:22]=[CH:21][CH:20]=3)=[CH:14][CH:15]=2)[O:10][C:9]([C:25]2[N:26]=[CH:27][C:28]3[C:33]([CH:34]=2)=[CH:32][CH:31]=[CH:30][CH:29]=3)=[CH:8]1)([CH3:4])([CH3:3])[CH3:2].[H][H], predict the reaction product.